From a dataset of NCI-60 drug combinations with 297,098 pairs across 59 cell lines. Regression. Given two drug SMILES strings and cell line genomic features, predict the synergy score measuring deviation from expected non-interaction effect. Drug 1: CC=C1C(=O)NC(C(=O)OC2CC(=O)NC(C(=O)NC(CSSCCC=C2)C(=O)N1)C(C)C)C(C)C. Cell line: MDA-MB-231. Synergy scores: CSS=21.2, Synergy_ZIP=-0.781, Synergy_Bliss=-0.972, Synergy_Loewe=-15.3, Synergy_HSA=0.331. Drug 2: CC(C)(C#N)C1=CC(=CC(=C1)CN2C=NC=N2)C(C)(C)C#N.